This data is from hERG Central: cardiac toxicity at 1µM, 10µM, and general inhibition. The task is: Predict hERG channel inhibition at various concentrations. (1) The compound is O=C(CNC(=O)c1ccco1)OCc1ccc(C(=O)Oc2ccccc2)cc1. Results: hERG_inhib (hERG inhibition (general)): blocker. (2) The compound is O=C(NN1CC(C(=O)OCc2ccccc2F)CC1=O)c1ccccc1. Results: hERG_inhib (hERG inhibition (general)): blocker. (3) The drug is O=C(c1cc(COc2c(F)cccc2F)on1)N1CCN(C2CCCCC2)CC1. Results: hERG_inhib (hERG inhibition (general)): blocker. (4) The drug is Cl.OC1(c2ccc3ccccc3c2)CCN(Cc2ccccc2)C1. Results: hERG_inhib (hERG inhibition (general)): blocker. (5) The drug is Cc1ccc(OCC(=O)Nc2ccc3c(c2)nc(CCN2CCC(C)CC2)n3C)cc1. Results: hERG_inhib (hERG inhibition (general)): blocker. (6) The drug is O=C(NCc1ccc(OC(F)(F)F)cc1)C1CC2Cn3c(nc4ccccc43)C2N1c1ccccc1. Results: hERG_inhib (hERG inhibition (general)): blocker. (7) The compound is c1ccc(-n2cc(CN3CCC(N4CCOCC4)CC3)c(-c3ccc4c(c3)OCO4)n2)cc1. Results: hERG_inhib (hERG inhibition (general)): blocker. (8) The molecule is CCOC(=O)C1CCCN(C(=O)/C=C/c2ccc(Cl)cc2)C1. Results: hERG_inhib (hERG inhibition (general)): blocker. (9) The compound is Cl.N=c1sccn1CC(=O)Nc1cc(Cl)ccc1Oc1ccccc1. Results: hERG_inhib (hERG inhibition (general)): blocker. (10) The drug is CN(C)c1ccc(CNCCC(Cc2ccccc2)c2ccco2)cc1. Results: hERG_inhib (hERG inhibition (general)): blocker.